This data is from Catalyst prediction with 721,799 reactions and 888 catalyst types from USPTO. The task is: Predict which catalyst facilitates the given reaction. (1) Reactant: [C:1]([C:3]1[CH:8]=[CH:7][C:6]([N:9]([CH2:15][C:16]([F:19])([F:18])[F:17])[CH2:10][C:11](=[NH:14])[NH:12][OH:13])=[CH:5][C:4]=1[C:20]([F:23])([F:22])[F:21])#[N:2].[C:24](C1NC=CN=1)(C1NC=CN=1)=[O:25].C1CCN2C(=NCCC2)CC1. Product: [O:25]=[C:24]1[O:13][NH:12][C:11]([CH2:10][N:9]([CH2:15][C:16]([F:17])([F:18])[F:19])[C:6]2[CH:7]=[CH:8][C:3]([C:1]#[N:2])=[C:4]([C:20]([F:22])([F:21])[F:23])[CH:5]=2)=[N:14]1. The catalyst class is: 1. (2) Reactant: [N:1]([CH:4]([C:8]1[CH:13]=[CH:12][C:11]([O:14][CH:15]([F:17])[F:16])=[CH:10][CH:9]=1)[CH:5]([CH3:7])[CH3:6])=[N+]=[N-]. Product: [F:16][CH:15]([F:17])[O:14][C:11]1[CH:10]=[CH:9][C:8]([CH:4]([NH2:1])[CH:5]([CH3:7])[CH3:6])=[CH:13][CH:12]=1. The catalyst class is: 19.